From a dataset of Forward reaction prediction with 1.9M reactions from USPTO patents (1976-2016). Predict the product of the given reaction. (1) Given the reactants [NH2:1][C:2]1[N:7]=[CH:6][C:5]([P:8](=[O:13])([O:11][CH3:12])[O:9][CH3:10])=[CH:4][C:3]=1[C:14]1[CH:19]=[CH:18][C:17]([NH2:20])=[CH:16][CH:15]=1.[N:21]([C:24]1[CH:29]=[CH:28][CH:27]=[C:26]([C:30]([F:33])([F:32])[F:31])[CH:25]=1)=[C:22]=[O:23], predict the reaction product. The product is: [NH2:1][C:2]1[N:7]=[CH:6][C:5]([P:8](=[O:13])([O:11][CH3:12])[O:9][CH3:10])=[CH:4][C:3]=1[C:14]1[CH:19]=[CH:18][C:17]([NH:20][C:22]([NH:21][C:24]2[CH:29]=[CH:28][CH:27]=[C:26]([C:30]([F:31])([F:32])[F:33])[CH:25]=2)=[O:23])=[CH:16][CH:15]=1. (2) Given the reactants [Br:1][C:2]1[CH:7]=[CH:6][C:5](I)=[CH:4][C:3]=1[F:9].C([Mg]Cl)(C)C.[Cl-].[Li+].[C:17]1(=[O:21])[CH2:20][CH2:19][CH2:18]1, predict the reaction product. The product is: [Br:1][C:2]1[CH:7]=[CH:6][C:5]([C:17]2([OH:21])[CH2:20][CH2:19][CH2:18]2)=[CH:4][C:3]=1[F:9]. (3) Given the reactants [CH3:1][O:2][C:3]1[CH:8]=[CH:7][C:6]([CH:9]=[CH2:10])=[CH:5][C:4]=1[N+:11]([O-])=O, predict the reaction product. The product is: [CH2:9]([C:6]1[CH:7]=[CH:8][C:3]([O:2][CH3:1])=[C:4]([NH2:11])[CH:5]=1)[CH3:10]. (4) Given the reactants [O:1]1[CH2:6][CH2:5][CH:4]([C:7](OC)=O)[CH2:3][CH2:2]1.[CH3:11][NH2:12].Cl.CN.[OH-].[Na+].[H-].[H-].[H-].[H-].[Li+].[Al+3], predict the reaction product. The product is: [CH3:11][NH:12][CH2:7][CH:4]1[CH2:5][CH2:6][O:1][CH2:2][CH2:3]1. (5) Given the reactants [CH3:1][O:2][C:3](=[O:29])[N:4]([C:14]1[CH:19]=[C:18]([N:20]2[CH2:25][CH2:24][N:23]([CH3:26])[CH2:22][CH2:21]2)[C:17]([F:27])=[C:16]([NH2:28])[CH:15]=1)[CH2:5][C:6]1[CH:11]=[CH:10][C:9]([O:12][CH3:13])=[CH:8][CH:7]=1.[CH:30]1([N:33]([CH2:49][C:50]2[CH:55]=[CH:54][C:53]([O:56][CH3:57])=[CH:52][CH:51]=2)[C:34]2[C:39]3=[N:40][CH:41]=[C:42]([C:43]#[N:44])[N:38]3[N:37]=[C:36](S(C)(=O)=O)[N:35]=2)[CH2:32][CH2:31]1.C([O-])([O-])=O.[Cs+].[Cs+], predict the reaction product. The product is: [CH3:1][O:2][C:3](=[O:29])[N:4]([C:14]1[CH:19]=[C:18]([N:20]2[CH2:25][CH2:24][N:23]([CH3:26])[CH2:22][CH2:21]2)[C:17]([F:27])=[C:16]([NH:28][C:36]2[N:35]=[C:34]([N:33]([CH:30]3[CH2:32][CH2:31]3)[CH2:49][C:50]3[CH:55]=[CH:54][C:53]([O:56][CH3:57])=[CH:52][CH:51]=3)[C:39]3=[N:40][CH:41]=[C:42]([C:43]#[N:44])[N:38]3[N:37]=2)[CH:15]=1)[CH2:5][C:6]1[CH:11]=[CH:10][C:9]([O:12][CH3:13])=[CH:8][CH:7]=1. (6) Given the reactants F[C:2]1[CH:3]=[C:4]([O:11][CH3:12])[CH:5]=[CH:6][C:7]=1[N+:8]([O-:10])=[O:9].[NH2:13][C:14]1[CH:21]=[CH:20][C:17]([C:18]#[N:19])=[CH:16][CH:15]=1, predict the reaction product. The product is: [CH3:12][O:11][C:4]1[CH:5]=[CH:6][C:7]([N+:8]([O-:10])=[O:9])=[C:2]([NH:13][C:14]2[CH:21]=[CH:20][C:17]([C:18]#[N:19])=[CH:16][CH:15]=2)[CH:3]=1. (7) Given the reactants [C:12]([O:11][C:9](O[C:9]([O:11][C:12]([CH3:15])([CH3:14])[CH3:13])=[O:10])=[O:10])([CH3:15])([CH3:14])[CH3:13].C(N(CC)CC)C.[NH2:23][C:24]1[CH:32]=[C:31]2[C:27]([CH:28]=[C:29]([C:33]([O:35][CH3:36])=[O:34])[NH:30]2)=[CH:26][CH:25]=1, predict the reaction product. The product is: [CH3:15][C:12]([O:11][C:9]([NH:23][C:24]1[CH:32]=[C:31]2[C:27]([CH:28]=[C:29]([C:33]([O:35][CH3:36])=[O:34])[NH:30]2)=[CH:26][CH:25]=1)=[O:10])([CH3:13])[CH3:14]. (8) Given the reactants [CH2:1]([CH:8]([NH:18][S:19]([C:22]1[CH:27]=[CH:26][C:25]([Cl:28])=[CH:24][CH:23]=1)(=[O:21])=[O:20])[C:9](=[O:17])C(CC)C(=O)CC)[C:2]1[CH:7]=[CH:6][CH:5]=[CH:4][CH:3]=1.[Cl:29]C1C=CC(S(N[C@H](C(Cl)=O)C)(=O)=O)=CC=1, predict the reaction product. The product is: [Cl:28][C:25]1[CH:26]=[CH:27][C:22]([S:19]([NH:18][C@H:8]([C:9]([Cl:29])=[O:17])[CH2:1][C:2]2[CH:7]=[CH:6][CH:5]=[CH:4][CH:3]=2)(=[O:21])=[O:20])=[CH:23][CH:24]=1. (9) Given the reactants O.[CH:2]1(P([CH:2]2[CH2:7][CH2:6][CH2:5][CH2:4][CH2:3]2)C2C=CC=CC=2C2C(OC)=CC=C(S([O-])(=O)=O)C=2OC)[CH2:7][CH2:6][CH2:5][CH2:4][CH2:3]1.[Na+].[F:36][C:37]1[CH:42]=[CH:41][C:40]([C:43]2[CH:44]=[C:45]([C:59]([OH:61])=[O:60])[C:46]3[C:51](I)=[N:50][N:49]([CH:53]4[CH2:58][CH2:57][CH2:56][CH2:55][O:54]4)[C:47]=3[N:48]=2)=[CH:39][C:38]=1[C:62]([O:64][CH3:65])=[O:63].C([Sn](CCCC)(CCCC)C1C=CC=CC=1)CCC, predict the reaction product. The product is: [F:36][C:37]1[CH:42]=[CH:41][C:40]([C:43]2[CH:44]=[C:45]([C:59]([OH:61])=[O:60])[C:46]3[C:51]([C:2]4[CH:7]=[CH:6][CH:5]=[CH:4][CH:3]=4)=[N:50][N:49]([CH:53]4[CH2:58][CH2:57][CH2:56][CH2:55][O:54]4)[C:47]=3[N:48]=2)=[CH:39][C:38]=1[C:62]([O:64][CH3:65])=[O:63].